From a dataset of Peptide-MHC class I binding affinity with 185,985 pairs from IEDB/IMGT. Regression. Given a peptide amino acid sequence and an MHC pseudo amino acid sequence, predict their binding affinity value. This is MHC class I binding data. (1) The peptide sequence is LRAPHVSEK. The MHC is HLA-B27:05 with pseudo-sequence HLA-B27:05. The binding affinity (normalized) is 0.513. (2) The peptide sequence is NTTQQGDMY. The MHC is HLA-A26:01 with pseudo-sequence HLA-A26:01. The binding affinity (normalized) is 0.490.